From a dataset of Full USPTO retrosynthesis dataset with 1.9M reactions from patents (1976-2016). Predict the reactants needed to synthesize the given product. (1) The reactants are: Cl.C(OC([N:9]1[CH2:13][CH2:12][C:11]([O:18][C:19]2[CH:24]=[CH:23][CH:22]=[CH:21][C:20]=2[C:25]([N:27]2[CH2:41][C:30]3=[C:31]4[N:36]([N:37]=[C:29]3[CH2:28]2)[C:35]([CH3:38])=[C:34]([Cl:39])[C:33]([CH3:40])=[N:32]4)=[O:26])([C:14]([F:17])([F:16])[F:15])[CH2:10]1)=O)(C)(C)C. Given the product [Cl:39][C:34]1[C:33]([CH3:40])=[N:32][C:31]2[N:36]([N:37]=[C:29]3[CH2:28][N:27]([C:25]([C:20]4[CH:21]=[CH:22][CH:23]=[CH:24][C:19]=4[O:18][C:11]4([C:14]([F:16])([F:15])[F:17])[CH2:12][CH2:13][NH:9][CH2:10]4)=[O:26])[CH2:41][C:30]3=2)[C:35]=1[CH3:38], predict the reactants needed to synthesize it. (2) Given the product [CH3:3][CH:2]([C:4]1[CH:18]=[CH:17][C:7]([O:8][CH2:9][C:10]2[C:11]3=[N:16][S:29](=[O:31])(=[O:30])[CH2:28][CH2:27][N:12]3[CH:13]=[CH:14][CH:15]=2)=[CH:6][CH:5]=1)[CH3:1], predict the reactants needed to synthesize it. The reactants are: [CH3:1][CH:2]([C:4]1[CH:18]=[CH:17][C:7]([O:8][CH2:9][C:10]2[C:11]([NH2:16])=[N:12][CH:13]=[CH:14][CH:15]=2)=[CH:6][CH:5]=1)[CH3:3].C1COCC1.[H-].[Na+].Cl[CH2:27][CH2:28][S:29](Cl)(=[O:31])=[O:30]. (3) The reactants are: C(SCCNC(=O)CCN1C=CC=C1)C=C.[Cl:17][C:18]1[CH:19]=[C:20]([CH:25]=[CH:26][CH:27]=1)[C:21]([O:23]O)=[O:22]. Given the product [Cl:17][C:18]1[CH:19]=[C:20]([CH:25]=[CH:26][CH:27]=1)[C:21]([OH:23])=[O:22], predict the reactants needed to synthesize it. (4) Given the product [Br:2][C:3]1[CH:4]=[CH:5][C:6]([F:14])=[C:7]([C:9]([CH:11]2[CH2:13][CH2:12]2)=[CH2:15])[CH:8]=1, predict the reactants needed to synthesize it. The reactants are: [K].[Br:2][C:3]1[CH:4]=[CH:5][C:6]([F:14])=[C:7]([C:9]([CH:11]2[CH2:13][CH2:12]2)=O)[CH:8]=1.[C:15]1(C)C=CC=CC=1. (5) Given the product [N+:13]([C:16]1[CH:17]=[C:21]([N+:25]([O-:27])=[O:26])[CH:22]=[CH:23][C:24]=1[C:7]([NH:1][C@H:2]([CH3:3])[C:4]([OH:6])=[O:5])=[O:10])([O-:15])=[O:14], predict the reactants needed to synthesize it. The reactants are: [NH2:1][C@@H:2]([C:4]([OH:6])=[O:5])[CH3:3].[C:7]([O-:10])([O-])=O.[Na+].[Na+].[N+:13]([C:16]1[CH:24]=[CH:23][CH:22]=[C:21]([N+:25]([O-:27])=[O:26])[C:17]=1C(O)=O)([O-:15])=[O:14]. (6) Given the product [CH3:26][O:25][C:4]1[CH:3]=[C:2]([N:27]2[CH2:32][CH2:31][NH:30][CH2:29][CH2:28]2)[CH:7]=[CH:6][C:5]=1[C:8]1[O:9][C:10]([C:13]2[C:14]([C:19]3[CH:24]=[CH:23][CH:22]=[CH:21][CH:20]=3)=[N:15][O:16][C:17]=2[CH3:18])=[N:11][N:12]=1, predict the reactants needed to synthesize it. The reactants are: F[C:2]1[CH:7]=[CH:6][C:5]([C:8]2[O:9][C:10]([C:13]3[C:14]([C:19]4[CH:24]=[CH:23][CH:22]=[CH:21][CH:20]=4)=[N:15][O:16][C:17]=3[CH3:18])=[N:11][N:12]=2)=[C:4]([O:25][CH3:26])[CH:3]=1.[NH:27]1[CH2:32][CH2:31][NH:30][CH2:29][CH2:28]1. (7) Given the product [CH2:12]([C:7]1[CH:6]=[C:5]([CH:10]=[C:9]([CH3:11])[N:8]=1)[C:4]([NH2:15])=[O:3])[CH3:13], predict the reactants needed to synthesize it. The reactants are: C([O:3][C:4](=O)[C:5]1[CH:10]=[C:9]([CH3:11])[N:8]=[C:7]([CH2:12][CH3:13])[CH:6]=1)C.[NH3:15].